Dataset: Reaction yield outcomes from USPTO patents with 853,638 reactions. Task: Predict the reaction yield, written as a fraction of the theoretical maximum amount of product (1.0 means a 100% yield; for example, 0.34 means a 34% yield). (1) The reactants are Br[C:2]1[N:10]=[CH:9][C:8]2[NH:7][C:6]3[N:11]=[CH:12][C:13]([C:15]4[CH:20]=[CH:19][C:18]([CH2:21][N:22]5[CH2:27][CH2:26][CH2:25][CH2:24][CH2:23]5)=[CH:17][CH:16]=4)=[CH:14][C:5]=3[C:4]=2[CH:3]=1.[CH3:28][N:29]1[C:33]([Sn](CCCC)(CCCC)CCCC)=[CH:32][N:31]=[CH:30]1.[Cl-].[Li+]. The catalyst is O1CCOCC1.C(Cl)Cl.CO.C1C=CC([P]([Pd]([P](C2C=CC=CC=2)(C2C=CC=CC=2)C2C=CC=CC=2)([P](C2C=CC=CC=2)(C2C=CC=CC=2)C2C=CC=CC=2)[P](C2C=CC=CC=2)(C2C=CC=CC=2)C2C=CC=CC=2)(C2C=CC=CC=2)C2C=CC=CC=2)=CC=1. The product is [CH3:28][N:29]1[C:33]([C:2]2[N:10]=[CH:9][C:8]3[NH:7][C:6]4[N:11]=[CH:12][C:13]([C:15]5[CH:16]=[CH:17][C:18]([CH2:21][N:22]6[CH2:23][CH2:24][CH2:25][CH2:26][CH2:27]6)=[CH:19][CH:20]=5)=[CH:14][C:5]=4[C:4]=3[CH:3]=2)=[CH:32][N:31]=[CH:30]1. The yield is 0.200. (2) The reactants are [H-].[Na+].[OH:3][CH:4]1[CH2:9][CH2:8][N:7]([C:10]([O:12][CH2:13][C:14]2[CH:19]=[CH:18][CH:17]=[CH:16][CH:15]=2)=[O:11])[CH2:6][CH2:5]1.[C:20](=[S:22])=[S:21].[CH3:23]I. The catalyst is CN(C)C=O. The product is [CH3:23][S:21][C:20]([O:3][CH:4]1[CH2:5][CH2:6][N:7]([C:10]([O:12][CH2:13][C:14]2[CH:19]=[CH:18][CH:17]=[CH:16][CH:15]=2)=[O:11])[CH2:8][CH2:9]1)=[S:22]. The yield is 0.490. (3) The reactants are CC1(C)C(C)(C)OB([C:9]2[CH:14]=[CH:13][C:12]([C:15]3([C:20]#[N:21])[CH2:19][CH2:18][CH2:17][CH2:16]3)=[CH:11][CH:10]=2)O1.[NH2:23][C:24]1[C:25]([C:31]2[CH:32]=[C:33]3[C:38](=[CH:39][CH:40]=2)[C:37](=[O:41])[NH:36][CH2:35][CH2:34]3)=[N:26][C:27](Br)=[CH:28][N:29]=1. No catalyst specified. The product is [NH2:23][C:24]1[N:29]=[CH:28][C:27]([C:9]2[CH:10]=[CH:11][C:12]([C:15]3([C:20]#[N:21])[CH2:16][CH2:17][CH2:18][CH2:19]3)=[CH:13][CH:14]=2)=[N:26][C:25]=1[C:31]1[CH:32]=[C:33]2[C:38](=[CH:39][CH:40]=1)[C:37](=[O:41])[NH:36][CH2:35][CH2:34]2. The yield is 0.440. (4) The reactants are C[O:2][C:3](=[O:54])[C@H:4]([CH2:25][O:26][C:27]1[CH:32]=[CH:31][CH:30]=[C:29]([O:33][CH2:34][C@H:35]2[CH2:40][CH2:39][C@H:38]([CH2:41][N:42]3[CH2:50][C:49]4[C:44](=[C:45]([F:52])[C:46]([OH:51])=[CH:47][CH:48]=4)[C:43]3=[O:53])[CH2:37][CH2:36]2)[CH:28]=1)[NH:5]C(C1C=CC=CC=1)(C1C=CC=CC=1)C1C=CC=CC=1.[OH-].[Na+]. The yield is 0.940. The catalyst is C1COCC1. The product is [F:52][C:45]1[C:46]([OH:51])=[CH:47][CH:48]=[C:49]2[C:44]=1[C:43](=[O:53])[N:42]([CH2:41][C@H:38]1[CH2:37][CH2:36][C@H:35]([CH2:34][O:33][C:29]3[CH:28]=[C:27]([O:26][CH2:25][C@@H:4]([C:3]([OH:54])=[O:2])[NH2:5])[CH:32]=[CH:31][CH:30]=3)[CH2:40][CH2:39]1)[CH2:50]2. (5) The reactants are [Cl:1][C:2]1[CH:7]=[CH:6][C:5]([CH2:8][C:9](=O)[CH2:10][C:11]2[CH:16]=[CH:15][C:14]([Cl:17])=[CH:13][CH:12]=2)=[CH:4][CH:3]=1.Cl.CN.[CH2:22]([N:24](CC)CC)C.[BH4-].[Na+]. The catalyst is C(O)C.CC(C)[O-].[Ti+4].CC(C)[O-].CC(C)[O-].CC(C)[O-]. The product is [Cl:1][C:2]1[CH:7]=[CH:6][C:5]([CH2:8][CH:9]([NH:24][CH3:22])[CH2:10][C:11]2[CH:16]=[CH:15][C:14]([Cl:17])=[CH:13][CH:12]=2)=[CH:4][CH:3]=1. The yield is 0.770.